Dataset: Catalyst prediction with 721,799 reactions and 888 catalyst types from USPTO. Task: Predict which catalyst facilitates the given reaction. (1) Reactant: [F:1][C:2]1[CH:7]=[CH:6][C:5]([C:8]2[CH:12]=[C:11]([CH:13]3[CH2:18][N:17](C(OC(C)(C)C)=O)[CH:16]([CH2:26][CH2:27][C:28]4[CH:33]=[CH:32][CH:31]=[CH:30][CH:29]=4)[CH2:15][CH2:14]3)[N:10]([C:34]3[N:39]=[CH:38][CH:37]=[CH:36][N:35]=3)[N:9]=2)=[CH:4][CH:3]=1.Cl. Product: [F:1][C:2]1[CH:3]=[CH:4][C:5]([C:8]2[CH:12]=[C:11]([CH:13]3[CH2:14][CH2:15][CH:16]([CH2:26][CH2:27][C:28]4[CH:33]=[CH:32][CH:31]=[CH:30][CH:29]=4)[NH:17][CH2:18]3)[N:10]([C:34]3[N:35]=[CH:36][CH:37]=[CH:38][N:39]=3)[N:9]=2)=[CH:6][CH:7]=1. The catalyst class is: 4. (2) The catalyst class is: 9. Product: [Cl:16][C:14]1[CH:13]=[C:4]([CH:3]=[C:2]([Cl:1])[CH:15]=1)[CH2:5][C@@H:6]1[CH2:11][N:10]([CH2:25][C:24]2[CH:27]=[CH:28][C:21]([O:20][CH3:19])=[CH:22][CH:23]=2)[C:9](=[O:12])[CH2:8][O:7]1. Reactant: [Cl:1][C:2]1[CH:3]=[C:4]([CH:13]=[C:14]([Cl:16])[CH:15]=1)[CH2:5][C@@H:6]1[CH2:11][NH:10][C:9](=[O:12])[CH2:8][O:7]1.[H-].[Na+].[CH3:19][O:20][C:21]1[CH:28]=[CH:27][C:24]([CH2:25]Cl)=[CH:23][CH:22]=1. (3) Reactant: O.O.O.O.[C:5]([O-:8])(=[O:7])[CH3:6].[Mg+2:9].[C:10]([O-:13])(=[O:12])[CH3:11].NCCC[Si](OCC)(OCC)OCC.[SiH4].[Mg]. Product: [C:5]([O-:8])(=[O:7])[CH3:6].[Mg+2:9].[C:10]([O-:13])(=[O:12])[CH3:11]. The catalyst class is: 6.